Dataset: Full USPTO retrosynthesis dataset with 1.9M reactions from patents (1976-2016). Task: Predict the reactants needed to synthesize the given product. (1) Given the product [C:35]([C:33]1[CH:34]=[C:30]([NH:29][C:28]([NH:1][C:2]2[CH:23]=[CH:22][C:5]([O:6][C:7]3[CH:16]=[CH:15][N:14]=[C:13]4[C:8]=3[C:9]3[CH:21]=[CH:20][CH:19]=[CH:18][C:10]=3[C:11](=[O:17])[NH:12]4)=[CH:4][CH:3]=2)=[O:27])[N:31]([C:39]2[CH:40]=[C:41]([CH3:45])[CH:42]=[CH:43][CH:44]=2)[N:32]=1)([CH3:38])([CH3:36])[CH3:37], predict the reactants needed to synthesize it. The reactants are: [NH2:1][C:2]1[CH:23]=[CH:22][C:5]([O:6][C:7]2[CH:16]=[CH:15][N:14]=[C:13]3[C:8]=2[C:9]2[CH:21]=[CH:20][CH:19]=[CH:18][C:10]=2[C:11](=[O:17])[NH:12]3)=[CH:4][CH:3]=1.ClC(Cl)(Cl)C[O:27][C:28](=O)[NH:29][C:30]1[N:31]([C:39]2[CH:40]=[C:41]([CH3:45])[CH:42]=[CH:43][CH:44]=2)[N:32]=[C:33]([C:35]([CH3:38])([CH3:37])[CH3:36])[CH:34]=1.CCN(C(C)C)C(C)C. (2) Given the product [CH3:10][O:11][C:12]([C:14]1[S:33][C:17]2[C:18]3[CH:19]=[CH:20][CH:21]=[C:22]([N:25]([CH2:26][CH:27]4[CH2:32][CH2:31][CH2:30][CH2:29][CH2:28]4)[C:8]([NH:7][CH2:5][CH3:6])=[O:9])[C:23]=3[S:24][C:16]=2[C:15]=1[O:34][CH2:35][C:36]([O:38][CH2:39][CH3:40])=[O:37])=[O:13], predict the reactants needed to synthesize it. The reactants are: NC(N)=O.[CH2:5]([N:7]=[C:8]=[O:9])[CH3:6].[CH3:10][O:11][C:12]([C:14]1[S:33][C:17]2[C:18]3[CH:19]=[CH:20][CH:21]=[C:22]([NH:25][CH2:26][CH:27]4[CH2:32][CH2:31][CH2:30][CH2:29][CH2:28]4)[C:23]=3[S:24][C:16]=2[C:15]=1[O:34][CH2:35][C:36]([O:38][CH2:39][CH3:40])=[O:37])=[O:13]. (3) Given the product [NH2:1][C:2]1[CH:3]=[C:4]([C:12]2[CH:17]=[CH:16][CH:15]=[CH:14][CH:13]=2)[CH:5]=[C:6]([O:10][CH3:11])[C:7]=1[C:8]([NH2:9])=[O:18], predict the reactants needed to synthesize it. The reactants are: [NH2:1][C:2]1[CH:3]=[C:4]([C:12]2[CH:17]=[CH:16][CH:15]=[CH:14][CH:13]=2)[CH:5]=[C:6]([O:10][CH3:11])[C:7]=1[C:8]#[N:9].[OH-:18].[K+].Cl. (4) Given the product [Na+:53].[F:51][C:2]([F:1])([F:50])[C:3]1[CH:4]=[C:5]([CH:43]=[C:44]([C:46]([F:47])([F:49])[F:48])[CH:45]=1)[CH2:6][N:7]([CH2:20][C:21]1[CH:26]=[C:25]([C:27]([F:28])([F:29])[F:30])[CH:24]=[CH:23][C:22]=1[N:31]([CH2:41][CH3:42])[CH2:32][CH2:33][CH2:34][CH2:35][CH2:36][CH2:37][C:38]([O-:40])=[O:39])[C:8]1[N:13]=[CH:12][C:11]([N:14]2[CH2:15][CH2:16][O:17][CH2:18][CH2:19]2)=[CH:10][N:9]=1, predict the reactants needed to synthesize it. The reactants are: [F:1][C:2]([F:51])([F:50])[C:3]1[CH:4]=[C:5]([CH:43]=[C:44]([C:46]([F:49])([F:48])[F:47])[CH:45]=1)[CH2:6][N:7]([CH2:20][C:21]1[CH:26]=[C:25]([C:27]([F:30])([F:29])[F:28])[CH:24]=[CH:23][C:22]=1[N:31]([CH2:41][CH3:42])[CH2:32][CH2:33][CH2:34][CH2:35][CH2:36][CH2:37][C:38]([OH:40])=[O:39])[C:8]1[N:13]=[CH:12][C:11]([N:14]2[CH2:19][CH2:18][O:17][CH2:16][CH2:15]2)=[CH:10][N:9]=1.[OH-].[Na+:53]. (5) Given the product [F:53][CH:36]([F:35])[C:37]1[CH:42]=[C:41]([NH:43][C:44]([N:15]2[CH:16]([CH3:18])[CH2:17][N:12]3[N:11]=[CH:10][C:9]([C:3]4[CH:4]=[CH:5][C:6]([F:8])=[CH:7][C:2]=4[F:1])=[C:13]3[CH2:14]2)=[O:45])[CH:40]=[CH:39][N:38]=1, predict the reactants needed to synthesize it. The reactants are: [F:1][C:2]1[CH:7]=[C:6]([F:8])[CH:5]=[CH:4][C:3]=1[C:9]1[CH:10]=[N:11][N:12]2[CH2:17][CH:16]([CH3:18])[NH:15][CH2:14][C:13]=12.FC1C=CC(C2C=CN3CCNCC=23)=CC=1.[F:35][CH:36]([F:53])[C:37]1[CH:42]=[C:41]([NH:43][C:44](=O)[O:45]C2C=CC=CC=2)[CH:40]=[CH:39][N:38]=1.ClC1C=C(NC(=O)OC2C=CC=CC=2)C=CC=1F. (6) Given the product [CH:2]([C:5]1[CH:10]=[CH:9][C:8]2[C:16]3[CH2:15][N:14]([CH3:13])[CH2:19][CH2:18][C:17]=3[NH:11][C:7]=2[CH:6]=1)([CH3:4])[CH3:3], predict the reactants needed to synthesize it. The reactants are: Cl.[CH:2]([C:5]1[CH:6]=[C:7]([NH:11]N)[CH:8]=[CH:9][CH:10]=1)([CH3:4])[CH3:3].[CH3:13][N:14]1[CH2:19][CH2:18][C:17](=O)[CH2:16][CH2:15]1.